This data is from Reaction yield outcomes from USPTO patents with 853,638 reactions. The task is: Predict the reaction yield, written as a fraction of the theoretical maximum amount of product (1.0 means a 100% yield; for example, 0.34 means a 34% yield). (1) The reactants are [CH2:1]([O:8][C@@H:9]1[C@@H:14]([O:15][CH2:16][C:17]2[CH:22]=[CH:21][CH:20]=[CH:19][CH:18]=2)[C@H:13]([O:23][CH2:24][C:25]2[CH:30]=[CH:29][CH:28]=[CH:27][CH:26]=2)[C@@H:12]([CH2:31][O:32][CH2:33][C:34]2[CH:39]=[CH:38][CH:37]=[CH:36][CH:35]=2)[O:11][C@:10]21[C:43]1[CH:44]=[C:45]([CH2:49][C:50]3[CH:55]=[CH:54][C:53]([CH2:56][CH3:57])=[CH:52][CH:51]=3)[C:46]([Cl:48])=[CH:47][C:42]=1[O:41][C@H:40]2[OH:58])[C:2]1[CH:7]=[CH:6][CH:5]=[CH:4][CH:3]=1.[BH4-].[Na+]. The catalyst is C1COCC1. The product is [Cl:48][C:46]1[C:45]([CH2:49][C:50]2[CH:55]=[CH:54][C:53]([CH2:56][CH3:57])=[CH:52][CH:51]=2)=[CH:44][C:43]([C@@:10]2([CH2:40][OH:58])[C@H:9]([O:8][CH2:1][C:2]3[CH:7]=[CH:6][CH:5]=[CH:4][CH:3]=3)[C@@H:14]([O:15][CH2:16][C:17]3[CH:22]=[CH:21][CH:20]=[CH:19][CH:18]=3)[C@H:13]([O:23][CH2:24][C:25]3[CH:30]=[CH:29][CH:28]=[CH:27][CH:26]=3)[C@@H:12]([CH2:31][O:32][CH2:33][C:34]3[CH:35]=[CH:36][CH:37]=[CH:38][CH:39]=3)[O:11]2)=[C:42]([OH:41])[CH:47]=1. The yield is 0.920. (2) The reactants are [Br:1][C:2]1[CH:3]=[C:4]([CH:8]=[CH:9][N:10]=1)[C:5]([OH:7])=[O:6].CO.Cl.[CH2:14](N=C=NCCCN(C)C)C. The catalyst is ClCCl. The product is [Br:1][C:2]1[CH:3]=[C:4]([CH:8]=[CH:9][N:10]=1)[C:5]([O:7][CH3:14])=[O:6]. The yield is 0.750. (3) The reactants are Cl[CH:2]([CH:18]1[CH2:23][CH2:22][CH2:21][CH2:20][CH2:19]1)[C:3]1[C:11]2[C:6](=[CH:7][CH:8]=[CH:9][CH:10]=2)[N:5]([CH:12]2[CH2:17][CH2:16][CH2:15][CH2:14][CH2:13]2)[N:4]=1.[NH2:24][C:25]1[CH:30]=[CH:29][C:28]([C:31]([NH:33][CH2:34][CH2:35][C:36]([O:38]CC)=[O:37])=[O:32])=[CH:27][CH:26]=1. No catalyst specified. The product is [CH:18]1([CH:2]([NH:24][C:25]2[CH:26]=[CH:27][C:28]([C:31]([NH:33][CH2:34][CH2:35][C:36]([OH:38])=[O:37])=[O:32])=[CH:29][CH:30]=2)[C:3]2[C:11]3[C:6](=[CH:7][CH:8]=[CH:9][CH:10]=3)[N:5]([CH:12]3[CH2:17][CH2:16][CH2:15][CH2:14][CH2:13]3)[N:4]=2)[CH2:23][CH2:22][CH2:21][CH2:20][CH2:19]1. The yield is 0.720. (4) The reactants are [F:1][C:2]1([F:50])[CH2:16][CH2:15][CH2:14][CH2:13][CH2:12][C@H:11]([NH:17][C:18]([C:20]2[CH:24]=[C:23]([CH3:25])[O:22][N:21]=2)=[O:19])[C:10](=[O:26])[N:9]2[CH2:27][C@H:28]([O:30][C:31]3[N:32]=[C:33]4[C:38](=[C:39]5[C:44]=3[CH:43]=[CH:42][CH:41]=[CH:40]5)[CH:37]=[CH:36][CH:35]=[CH:34]4)[CH2:29][C@H:8]2[C:7](=[O:45])[NH:6][C@:5]2([C:47](O)=[O:48])[CH2:46][C@H:4]2[CH2:3]1.[N:51]1(C(N2C=CN=C2)=O)C=CN=C1.C[S:64]([CH:67]1[CH2:69][CH2:68]1)(=[O:66])=[O:65]. The catalyst is ClC(Cl)C.C(OCC)(=O)C. The product is [CH:67]1([S:64]([NH:51][C:47]([C@@:5]23[CH2:46][C@H:4]2[CH2:3][C:2]([F:50])([F:1])[CH2:16][CH2:15][CH2:14][CH2:13][CH2:12][C@H:11]([NH:17][C:18]([C:20]2[CH:24]=[C:23]([CH3:25])[O:22][N:21]=2)=[O:19])[C:10](=[O:26])[N:9]2[CH2:27][C@H:28]([O:30][C:31]4[N:32]=[C:33]5[C:38](=[C:39]6[C:44]=4[CH:43]=[CH:42][CH:41]=[CH:40]6)[CH:37]=[CH:36][CH:35]=[CH:34]5)[CH2:29][C@H:8]2[C:7](=[O:45])[NH:6]3)=[O:48])(=[O:66])=[O:65])[CH2:69][CH2:68]1. The yield is 0.663.